Task: Regression. Given two drug SMILES strings and cell line genomic features, predict the synergy score measuring deviation from expected non-interaction effect.. Dataset: NCI-60 drug combinations with 297,098 pairs across 59 cell lines (1) Drug 1: CN(C)C1=NC(=NC(=N1)N(C)C)N(C)C. Drug 2: CN1C2=C(C=C(C=C2)N(CCCl)CCCl)N=C1CCCC(=O)O.Cl. Cell line: BT-549. Synergy scores: CSS=-6.06, Synergy_ZIP=0.565, Synergy_Bliss=1.57, Synergy_Loewe=-7.19, Synergy_HSA=-3.89. (2) Drug 1: CC1C(C(CC(O1)OC2CC(CC3=C2C(=C4C(=C3O)C(=O)C5=C(C4=O)C(=CC=C5)OC)O)(C(=O)C)O)N)O.Cl. Drug 2: C1=CN(C(=O)N=C1N)C2C(C(C(O2)CO)O)O.Cl. Cell line: HOP-62. Synergy scores: CSS=52.6, Synergy_ZIP=-1.99, Synergy_Bliss=0.645, Synergy_Loewe=-3.46, Synergy_HSA=1.59. (3) Drug 1: CNC(=O)C1=NC=CC(=C1)OC2=CC=C(C=C2)NC(=O)NC3=CC(=C(C=C3)Cl)C(F)(F)F. Drug 2: CN1C2=C(C=C(C=C2)N(CCCl)CCCl)N=C1CCCC(=O)O.Cl. Cell line: CAKI-1. Synergy scores: CSS=-9.61, Synergy_ZIP=17.0, Synergy_Bliss=11.0, Synergy_Loewe=-7.76, Synergy_HSA=-7.76.